This data is from Forward reaction prediction with 1.9M reactions from USPTO patents (1976-2016). The task is: Predict the product of the given reaction. (1) Given the reactants [OH:1][C@@H:2]1[CH2:19][CH2:18][C@@:17]2([CH3:20])[C@@H:4]([CH2:5][CH2:6][C@@H:7]3[C@@H:16]2[CH2:15][CH2:14][C@@:12]2([CH3:13])[C@H:8]3[CH2:9][CH2:10][C:11]2=[O:21])[CH2:3]1.C(N(CC)CC)C.O([Si](C)(C)C)S(C(F)(F)[F:34])(=O)=O.CCCCCC, predict the reaction product. The product is: [F:34][C@@H:10]1[CH2:9][C@H:8]2[C@H:7]3[C@H:16]([CH2:15][CH2:14][C@:12]2([CH3:13])[C:11]1=[O:21])[C@:17]1([CH3:20])[C@H:4]([CH2:3][C@H:2]([OH:1])[CH2:19][CH2:18]1)[CH2:5][CH2:6]3. (2) Given the reactants [CH2:1]([O:8][C:9]([NH:11][CH2:12][CH2:13][C:14]([OH:16])=O)=[O:10])[C:2]1[CH:7]=[CH:6][CH:5]=[CH:4][CH:3]=1.Cl.CN.O.O[N:22]1[C:26]2C=CC=CC=2N=N1.Cl.CN(C)CCCN=C=NCC.CN1CCOCC1, predict the reaction product. The product is: [CH3:26][NH:22][C:14](=[O:16])[CH2:13][CH2:12][NH:11][C:9](=[O:10])[O:8][CH2:1][C:2]1[CH:7]=[CH:6][CH:5]=[CH:4][CH:3]=1. (3) Given the reactants [C:1]([C:3]1([C:16]2[C:21]([O:22][CH2:23][O:24][CH3:25])=[CH:20][CH:19]=[CH:18][N:17]=2)[CH2:8][CH2:7][N:6]([C:9]([O:11][C:12]([CH3:15])([CH3:14])[CH3:13])=[O:10])[CH2:5][CH2:4]1)#[N:2].[Cl:26][C:27]1[CH:35]=[C:34]([Cl:36])[CH:33]=[CH:32][C:28]=1[C:29](Cl)=[O:30], predict the reaction product. The product is: [Cl:26][C:27]1[CH:35]=[C:34]([Cl:36])[CH:33]=[CH:32][C:28]=1[C:29]([NH:2][CH2:1][C:3]1([C:16]2[C:21]([O:22][CH2:23][O:24][CH3:25])=[CH:20][CH:19]=[CH:18][N:17]=2)[CH2:8][CH2:7][N:6]([C:9]([O:11][C:12]([CH3:15])([CH3:14])[CH3:13])=[O:10])[CH2:5][CH2:4]1)=[O:30]. (4) Given the reactants I[C:2]1[N:3]([CH2:28][CH2:29][CH3:30])[C:4](=[O:27])[C:5]2[NH:6][C:7]([C:11]3[CH:12]=[N:13][N:14]([CH2:16][C:17]4[CH:22]=[CH:21][CH:20]=[C:19](C(F)(F)F)[CH:18]=4)[CH:15]=3)=[N:8][C:9]=2[N:10]=1.C1COCC1.[F:36][C:37](I)([F:39])[F:38], predict the reaction product. The product is: [CH2:28]([N:3]1[C:4](=[O:27])[C:5]2[NH:6][C:7]([C:11]3[CH:12]=[N:13][N:14]([CH2:16][C:17]4[CH:22]=[CH:21][CH:20]=[C:19]([C:37]([F:39])([F:38])[F:36])[CH:18]=4)[CH:15]=3)=[N:8][C:9]=2[N:10]=[C:2]1[C:37]([F:39])([F:38])[F:36])[CH2:29][CH3:30]. (5) The product is: [Br:37][CH:14]([C:15]1[CH:20]=[CH:19][N:18]=[C:17]([NH:21][C:22]2[CH:27]=[CH:26][C:25]([O:28][CH3:29])=[C:24]([F:30])[CH:23]=2)[N:16]=1)[C:13]([C:9]1[CH:8]=[C:7]([NH:6][C:4](=[O:5])[C:3]2[CH:32]=[C:33]([F:36])[CH:34]=[CH:35][C:2]=2[F:1])[CH:12]=[CH:11][CH:10]=1)=[O:31]. Given the reactants [F:1][C:2]1[CH:35]=[CH:34][C:33]([F:36])=[CH:32][C:3]=1[C:4]([NH:6][C:7]1[CH:12]=[CH:11][CH:10]=[C:9](/[C:13](/[OH:31])=[CH:14]\[C:15]2[CH:20]=[CH:19][N:18]=[C:17]([NH:21][C:22]3[CH:27]=[CH:26][C:25]([O:28][CH3:29])=[C:24]([F:30])[CH:23]=3)[N:16]=2)[CH:8]=1)=[O:5].[Br:37]Br, predict the reaction product. (6) Given the reactants [H-].[Na+].[C:3]([N:7]1[C:11]2=[N:12][CH:13]=[N:14][C:15]([NH2:16])=[C:10]2[C:9]([C:17]2[CH:22]=[CH:21][C:20]([Cl:23])=[CH:19][CH:18]=2)=[N:8]1)([CH3:6])([CH3:5])[CH3:4].Cl[C:25]([O:27][CH3:28])=[O:26], predict the reaction product. The product is: [CH3:28][O:27][C:25](=[O:26])[NH:16][C:15]1[N:14]=[CH:13][N:12]=[C:11]2[N:7]([C:3]([CH3:6])([CH3:4])[CH3:5])[N:8]=[C:9]([C:17]3[CH:18]=[CH:19][C:20]([Cl:23])=[CH:21][CH:22]=3)[C:10]=12. (7) Given the reactants [NH2:1][C:2]1[CH:11]=[CH:10][CH:9]=[C:8]2[C:3]=1[CH:4]=[C:5]([C:12]([O:14][CH3:15])=[O:13])[N:6]=[CH:7]2.C1(C)C=CC=CC=1.[Cl:23][C:24]1[CH:29]=[C:28]([Cl:30])[CH:27]=[CH:26][C:25]=1[CH2:31][N:32]=[C:33]=[O:34], predict the reaction product. The product is: [Cl:23][C:24]1[CH:29]=[C:28]([Cl:30])[CH:27]=[CH:26][C:25]=1[CH2:31][NH:32][C:33]([NH:1][C:2]1[CH:11]=[CH:10][CH:9]=[C:8]2[C:3]=1[CH:4]=[C:5]([C:12]([O:14][CH3:15])=[O:13])[N:6]=[CH:7]2)=[O:34]. (8) The product is: [NH2:31][O:32][S:33]([OH:36])(=[O:35])=[O:34].[CH3:7][O:8][C:9]1[CH:10]=[C:11]2[C:15](=[CH:16][CH:17]=1)[N:14]([NH2:25])[CH:13]=[CH:12]2. Given the reactants CC(C)([O-])C.[K+].[CH3:7][O:8][C:9]1[CH:10]=[C:11]2[C:15](=[CH:16][CH:17]=1)[NH:14][CH:13]=[CH:12]2.CC(C)([O-])C.[K+].C[N:25]1CCCC1=O.[NH2:31][O:32][S:33]([OH:36])(=[O:35])=[O:34].CN1CCCC1=O, predict the reaction product.